From a dataset of Catalyst prediction with 721,799 reactions and 888 catalyst types from USPTO. Predict which catalyst facilitates the given reaction. (1) Reactant: N(C(OC(C)C)=O)=NC(OC(C)C)=O.C1(P(C2C=CC=CC=2)C2C=CC=CC=2)C=CC=CC=1.[CH2:34]([OH:38])[CH2:35][C:36]#[CH:37].[C:39]1(=O)[NH:43][C:42](=[O:44])[C:41]2=[CH:45][CH:46]=[CH:47][CH:48]=[C:40]12. The catalyst class is: 11. Product: [CH2:39]([N:43]1[C:34](=[O:38])[C:35]2[C:41](=[CH:45][CH:46]=[CH:37][CH:36]=2)[C:42]1=[O:44])[CH2:40][C:48]#[CH:47]. (2) Reactant: [CH2:1]([O:8][C:9]1[CH:14]=[C:13]([N+:15]([O-])=O)[C:12]([Br:18])=[CH:11][C:10]=1[O:19][CH3:20])[C:2]1[CH:7]=[CH:6][CH:5]=[CH:4][CH:3]=1.C(O)C.Cl. Product: [CH2:1]([O:8][C:9]1[C:10]([O:19][CH3:20])=[CH:11][C:12]([Br:18])=[C:13]([CH:14]=1)[NH2:15])[C:2]1[CH:3]=[CH:4][CH:5]=[CH:6][CH:7]=1. The catalyst class is: 6. (3) Reactant: [C:1]([N:4]1[CH2:9][CH2:8][N:7]([C:10]2[N:11]([CH2:32][C:33]([F:36])([F:35])[F:34])[C:12]3[C:17]([N:18]=2)=[C:16]([N:19]2[CH2:24][CH2:23][O:22][CH2:21][CH2:20]2)[N:15]=[C:14]([C:25]2[CH:26]=[N:27][C:28]([NH2:31])=[N:29][CH:30]=2)[N:13]=3)[CH2:6][C@H:5]1[CH3:37])(=[O:3])[CH3:2].O.[C:39]1([S:45]([OH:48])(=[O:47])=[O:46])[CH:44]=[CH:43][CH:42]=[CH:41][CH:40]=1. Product: [C:39]1([S:45]([OH:48])(=[O:47])=[O:46])[CH:44]=[CH:43][CH:42]=[CH:41][CH:40]=1.[C:1]([N:4]1[CH2:9][CH2:8][N:7]([C:10]2[N:11]([CH2:32][C:33]([F:36])([F:35])[F:34])[C:12]3[C:17]([N:18]=2)=[C:16]([N:19]2[CH2:20][CH2:21][O:22][CH2:23][CH2:24]2)[N:15]=[C:14]([C:25]2[CH:26]=[N:27][C:28]([NH2:31])=[N:29][CH:30]=2)[N:13]=3)[CH2:6][C@H:5]1[CH3:37])(=[O:3])[CH3:2]. The catalyst class is: 8. (4) Reactant: C(Cl)(=O)C(Cl)=O.CS(C)=O.[C:11](=[O:37])([S:13][CH2:14][CH2:15][C@H:16]([NH:26][C:27]([O:29][CH2:30][C:31]1[CH:36]=[CH:35][CH:34]=[CH:33][CH:32]=1)=[O:28])[C:17]([NH:19][CH2:20][CH2:21][CH2:22][CH2:23][CH2:24][OH:25])=[O:18])[CH3:12]. Product: [C:11](=[O:37])([S:13][CH2:14][CH2:15][C@H:16]([NH:26][C:27]([O:29][CH2:30][C:31]1[CH:36]=[CH:35][CH:34]=[CH:33][CH:32]=1)=[O:28])[C:17](=[O:18])[NH:19][CH2:20][CH2:21][CH2:22][CH2:23][CH:24]=[O:25])[CH3:12]. The catalyst class is: 2. (5) Reactant: C[O:2][C:3](=[O:44])[CH2:4][C@H:5]([OH:43])[CH2:6][C@H:7]([OH:42])[CH:8]=[CH:9][C:10]1[N:11]([CH:39]([CH3:41])[CH3:40])[C:12]([C:28](=[O:38])[NH:29][C:30]2[CH:35]=[CH:34][CH:33]=[C:32]([C:36]#[N:37])[CH:31]=2)=[C:13]([C:22]2[CH:27]=[CH:26][CH:25]=[CH:24][CH:23]=2)[C:14]=1[C:15]1[CH:20]=[CH:19][C:18]([F:21])=[CH:17][CH:16]=1.C(O)C.O.[OH-].[Na+:50]. Product: [Na+:50].[C:36]([C:32]1[CH:31]=[C:30]([NH:29][C:28]([C:12]2[N:11]([CH:39]([CH3:41])[CH3:40])[C:10]([CH:9]=[CH:8][C@@H:7]([OH:42])[CH2:6][C@@H:5]([OH:43])[CH2:4][C:3]([O-:44])=[O:2])=[C:14]([C:15]3[CH:20]=[CH:19][C:18]([F:21])=[CH:17][CH:16]=3)[C:13]=2[C:22]2[CH:27]=[CH:26][CH:25]=[CH:24][CH:23]=2)=[O:38])[CH:35]=[CH:34][CH:33]=1)#[N:37]. The catalyst class is: 100. (6) Reactant: FC(F)(F)C(O)=O.[F:8][C:9]1[CH:14]=[CH:13][C:12]([CH:15]([OH:39])[CH:16]([NH:31][C:32](=O)[O:33]C(C)(C)C)[CH2:17][C:18]2[CH:23]=[CH:22][CH:21]=[C:20]([O:24][C:25]([F:30])([F:29])[CH:26]([F:28])[F:27])[N:19]=2)=[CH:11][CH:10]=1.C(=O)([O-])O.[Na+].[C:45]1(C(O)=O)[CH:46]=[CH:47][CH:48]=[C:49]2[CH2:55][CH2:54][CH2:53][CH:52]=[CH:51][C:50]=12.Cl.C(N=C=NCCCN(C)C)C.O.ON1C2C=CC=CC=2N=N1. Product: [F:8][C:9]1[CH:10]=[CH:11][C:12]([CH:15]([OH:39])[CH:16]([NH:31][C:32]([C:48]2[CH:47]=[CH:46][CH:45]=[C:50]3[CH2:51][CH2:52][CH2:53][CH:54]=[CH:55][C:49]=23)=[O:33])[CH2:17][C:18]2[CH:23]=[CH:22][CH:21]=[C:20]([O:24][C:25]([F:30])([F:29])[CH:26]([F:28])[F:27])[N:19]=2)=[CH:13][CH:14]=1. The catalyst class is: 47. (7) The catalyst class is: 65. Product: [C:11]([C:10]1[N:5]([C:1]([CH3:4])([CH3:3])[CH3:2])[C:6]([CH3:7])=[N:8][CH:14]=1)(=[O:13])[CH3:12]. Reactant: [C:1]([NH:5][C:6](=[NH:8])[CH3:7])([CH3:4])([CH3:3])[CH3:2].Br[C:10](=[CH:14]OC)[C:11](=[O:13])[CH3:12].C(N(CC)CC)C. (8) Reactant: [Cl:1][C:2]1[CH:7]=[CH:6][CH:5]=[C:4]([Cl:8])[C:3]=1[N:9]1[C:13]([CH2:14][O:15][C:16]2[CH:21]=[CH:20][C:19]([C:22]3[CH:27]=[CH:26][C:25]([C:28]#[N:29])=[CH:24][CH:23]=3)=[CH:18][CH:17]=2)=[C:12]([CH:30]([CH3:32])[CH3:31])[N:11]=[N:10]1.C(=O)([O-])[O-:34].[K+].[K+].OO. Product: [Cl:1][C:2]1[CH:7]=[CH:6][CH:5]=[C:4]([Cl:8])[C:3]=1[N:9]1[C:13]([CH2:14][O:15][C:16]2[CH:21]=[CH:20][C:19]([C:22]3[CH:27]=[CH:26][C:25]([C:28]([NH2:29])=[O:34])=[CH:24][CH:23]=3)=[CH:18][CH:17]=2)=[C:12]([CH:30]([CH3:32])[CH3:31])[N:11]=[N:10]1. The catalyst class is: 58.